Dataset: Full USPTO retrosynthesis dataset with 1.9M reactions from patents (1976-2016). Task: Predict the reactants needed to synthesize the given product. (1) Given the product [Br:24][C:25]([CH3:30])([CH3:29])[C:26]([NH:2][C:3]1[CH:8]=[CH:7][CH:6]=[C:5]([CH:9]([CH3:10])[CH3:11])[C:4]=1[OH:12])=[O:27], predict the reactants needed to synthesize it. The reactants are: Br.[NH2:2][C:3]1[CH:8]=[CH:7][CH:6]=[C:5]([CH:9]([CH3:11])[CH3:10])[C:4]=1[OH:12].C(OCC)(=O)C.C(=O)([O-])O.[Na+].[Br:24][C:25]([CH3:30])([CH3:29])[C:26](Br)=[O:27]. (2) Given the product [C:1]([C:3]1[CH:9]=[CH:8][C:6]([NH:7][C:17](=[O:18])[C:16]([CH2:14][CH3:15])=[CH2:20])=[CH:5][C:4]=1[C:10]([F:11])([F:12])[F:13])#[N:2], predict the reactants needed to synthesize it. The reactants are: [C:1]([C:3]1[CH:9]=[CH:8][C:6]([NH2:7])=[CH:5][C:4]=1[C:10]([F:13])([F:12])[F:11])#[N:2].[CH2:14]([C:16](=[CH2:20])[C:17](O)=[O:18])[CH3:15].